The task is: Predict the product of the given reaction.. This data is from Forward reaction prediction with 1.9M reactions from USPTO patents (1976-2016). (1) The product is: [CH2:32]([O:31][C:29](=[O:30])[CH2:28][N:7]([CH2:6][C:2]1[O:1][CH:5]=[CH:4][CH:3]=1)[CH2:8][CH2:9][C:10]1[CH:11]=[CH:12][C:13]([S:16][C:17]([CH3:26])([CH3:25])[C:18]([O:20][C:21]([CH3:24])([CH3:23])[CH3:22])=[O:19])=[CH:14][CH:15]=1)[CH3:33]. Given the reactants [O:1]1[CH:5]=[CH:4][CH:3]=[C:2]1[CH2:6][NH:7][CH2:8][CH2:9][C:10]1[CH:15]=[CH:14][C:13]([S:16][C:17]([CH3:26])([CH3:25])[C:18]([O:20][C:21]([CH3:24])([CH3:23])[CH3:22])=[O:19])=[CH:12][CH:11]=1.Br[CH2:28][C:29]([O:31][CH2:32][CH3:33])=[O:30].C(N(CC)CC)C.C(OCC)(=O)C, predict the reaction product. (2) The product is: [CH3:1][C:2]1[S:6][C:5]([C:7]2[C:12]3[N:13]=[C:14]([C:16]4[C:24]5[C:19](=[N:20][CH:21]=[C:22]([C:25]6[CH:26]=[N:27][CH:28]=[C:29]([CH2:31][N:32]7[CH2:37][CH2:36][CH2:35][CH2:34][CH2:33]7)[CH:30]=6)[CH:23]=5)[NH:18][N:17]=4)[NH:15][C:11]=3[CH:10]=[CH:9][N:8]=2)=[CH:4][CH:3]=1. Given the reactants [CH3:1][C:2]1[S:6][C:5]([C:7]2[C:12]3[N:13]=[C:14]([C:16]4[C:24]5[C:19](=[N:20][CH:21]=[C:22]([C:25]6[CH:26]=[N:27][CH:28]=[C:29]([CH2:31][N:32]7[CH2:37][CH2:36][CH2:35][CH2:34][CH2:33]7)[CH:30]=6)[CH:23]=5)[N:18](C5CCCCO5)[N:17]=4)[NH:15][C:11]=3[CH:10]=[CH:9][N:8]=2)=[CH:4][CH:3]=1, predict the reaction product. (3) Given the reactants [C:1]([NH:8][C:9]1[CH:14]=[CH:13][C:12]([F:15])=[CH:11][CH:10]=1)([O:3][C:4]([CH3:7])([CH3:6])[CH3:5])=[O:2].[Li][C:17]([CH3:20])([CH3:19])[CH3:18].CCCCC.C(Br)C(=C)C, predict the reaction product. The product is: [C:4]([O:3][C:1](=[O:2])[NH:8][C:9]1[CH:14]=[CH:13][C:12]([F:15])=[CH:11][C:10]=1[CH2:19][C:17]([CH3:20])=[CH2:18])([CH3:7])([CH3:6])[CH3:5]. (4) Given the reactants [N:1]1([CH2:7][CH2:8][CH2:9][CH2:10][C:11]2[N:12]([CH2:22][CH2:23][CH3:24])[C:13]3[CH:19]=[C:18]([C:20]#[N:21])[CH:17]=[CH:16][C:14]=3[N:15]=2)[CH2:6][CH2:5][CH2:4][CH2:3][CH2:2]1.[OH-].[Na+], predict the reaction product. The product is: [NH:12]1[CH:13]=[CH:14][N:15]=[C:11]1[CH2:10][NH:21][CH2:20][C:18]1[CH:17]=[CH:16][C:14]2[N:15]=[C:11]([CH2:10][CH2:9][CH2:8][CH2:7][N:1]3[CH2:6][CH2:5][CH2:4][CH2:3][CH2:2]3)[N:12]([CH2:22][CH2:23][CH3:24])[C:13]=2[CH:19]=1. (5) The product is: [ClH:46].[NH2:35][C@@H:28]([CH2:29][C:30]1[S:31][CH:32]=[CH:33][CH:34]=1)[C:27]([N:24]1[CH2:25][CH2:26][N:21]([C:19]2[S:20][C:16]3[CH:15]=[C:14]([C:12]([NH:11][C:5]4[CH:6]=[CH:7][C:8]([O:9][CH3:10])=[C:3]([O:2][CH3:1])[CH:4]=4)=[O:13])[CH:45]=[CH:44][C:17]=3[N:18]=2)[CH2:22][CH2:23]1)=[O:43]. Given the reactants [CH3:1][O:2][C:3]1[CH:4]=[C:5]([NH:11][C:12]([C:14]2[CH:45]=[CH:44][C:17]3[N:18]=[C:19]([N:21]4[CH2:26][CH2:25][N:24]([C:27](=[O:43])[C@@H:28]([NH:35]C(=O)OC(C)(C)C)[CH2:29][C:30]5[S:31][CH:32]=[CH:33][CH:34]=5)[CH2:23][CH2:22]4)[S:20][C:16]=3[CH:15]=2)=[O:13])[CH:6]=[CH:7][C:8]=1[O:9][CH3:10].[ClH:46], predict the reaction product. (6) The product is: [F:1][C:2]1[CH:3]=[CH:4][C:5]([C:8]2[O:12][N:11]=[C:10]([C:13]([NH:30][CH2:29][CH2:28][C:27]3[CH:45]=[CH:40][CH:41]=[CH:25][CH:26]=3)=[O:15])[CH:9]=2)=[CH:6][CH:7]=1. Given the reactants [F:1][C:2]1[CH:7]=[CH:6][C:5]([C:8]2[O:12][N:11]=[C:10]([C:13]([OH:15])=O)[CH:9]=2)=[CH:4][CH:3]=1.CN(C(ON1N=N[C:26]2[CH:27]=[CH:28][CH:29]=[N:30][C:25]1=2)=[N+](C)C)C.F[P-](F)(F)(F)(F)F.[C:40]1(C(N)C)[CH:45]=CC=C[CH:41]=1.CCN(C(C)C)C(C)C, predict the reaction product.